The task is: Predict the reaction yield, written as a fraction of the theoretical maximum amount of product (1.0 means a 100% yield; for example, 0.34 means a 34% yield).. This data is from Reaction yield outcomes from USPTO patents with 853,638 reactions. (1) The reactants are Br[C:2]1[CH:11]=[CH:10][C:5]([C:6]([O:8][CH3:9])=[O:7])=[CH:4][C:3]=1[C:12]#[N:13].CC1(C)C(C)(C)OB([C:22]2[CH:23]=[N:24][N:25](C(OC(C)(C)C)=O)[CH:26]=2)O1.[O-]P([O-])([O-])=O.[K+].[K+].[K+]. The catalyst is O1CCOCC1.CCOC(C)=O. The product is [C:12]([C:3]1[CH:4]=[C:5]([CH:10]=[CH:11][C:2]=1[C:22]1[CH:23]=[N:24][NH:25][CH:26]=1)[C:6]([O:8][CH3:9])=[O:7])#[N:13]. The yield is 0.930. (2) The reactants are [C:1]([C:4]1[NH:5][CH:6]=[CH:7][CH:8]=1)(=[O:3])[CH3:2].[CH:9]1[C:18]2[C:13](=[CH:14][CH:15]=[CH:16][CH:17]=2)[CH:12]=[CH:11][C:10]=1[C:19](Cl)=[O:20].[Cl-].[Al+3].[Cl-].[Cl-]. The catalyst is ClCCCl. The product is [CH:9]1[C:18]2[C:13](=[CH:14][CH:15]=[CH:16][CH:17]=2)[CH:12]=[CH:11][C:10]=1[C:19]([C:7]1[CH:8]=[C:4]([C:1](=[O:3])[CH3:2])[NH:5][CH:6]=1)=[O:20]. The yield is 0.510. (3) The reactants are [CH3:1][N:2]([CH3:24])[S:3]([N:6]1[C:10]([CH:11]([C:13]2[CH:22]=[CH:21][C:16]3[O:17][CH2:18][CH2:19][O:20][C:15]=3[CH:14]=2)O)=[C:9]([CH3:23])[N:8]=[CH:7]1)(=[O:5])=[O:4].S(C[N+]#[C-])(C1C=CC(C)=CC=1)(=O)=O.[C-]#N.[Na+]. The catalyst is CCO. The product is [CH3:24][N:2]([CH3:1])[S:3]([N:6]1[C:10]([CH2:11][C:13]2[CH:22]=[CH:21][C:16]3[O:17][CH2:18][CH2:19][O:20][C:15]=3[CH:14]=2)=[C:9]([CH3:23])[N:8]=[CH:7]1)(=[O:4])=[O:5]. The yield is 0.310. (4) The reactants are Cl.[F:2][C:3]1[CH:4]=[C:5]([CH:8]=[CH:9][C:10]=1[NH:11][S:12]([CH3:15])(=[O:14])=[O:13])[CH2:6][NH2:7].CN1CCOCC1.[CH3:23][O:24][C:25]1[N:30]=[CH:29][C:28]([CH:31]=[CH:32][C:33](O)=[O:34])=[C:27]([C:36]([F:39])([F:38])[F:37])[CH:26]=1.O.[Cl-].COC1N=C(OC)N=C([N+]2(C)CCOCC2)N=1. The catalyst is C1COCC1. The product is [F:2][C:3]1[CH:4]=[C:5]([CH:8]=[CH:9][C:10]=1[NH:11][S:12]([CH3:15])(=[O:14])=[O:13])[CH2:6][NH:7][C:33](=[O:34])[CH:32]=[CH:31][C:28]1[CH:29]=[N:30][C:25]([O:24][CH3:23])=[CH:26][C:27]=1[C:36]([F:38])([F:37])[F:39]. The yield is 0.427.